Dataset: Forward reaction prediction with 1.9M reactions from USPTO patents (1976-2016). Task: Predict the product of the given reaction. (1) Given the reactants N[C:2]1[CH:3]=[N:4][C:5]2[C:10]([C:11]=1[C:12]([C:14]1[CH:19]=[CH:18][C:17]([C:20]([CH3:24])([CH3:23])[C:21]#[N:22])=[CH:16][CH:15]=1)=[O:13])=[CH:9][C:8]([Br:25])=[CH:7][CH:6]=2.[NH4+].[OH-:27], predict the reaction product. The product is: [Br:25][C:8]1[CH:9]=[C:10]2[C:5](=[CH:6][CH:7]=1)[N:4]=[CH:3][C:2]([OH:27])=[C:11]2[C:12]([C:14]1[CH:15]=[CH:16][C:17]([C:20]([CH3:24])([CH3:23])[C:21]#[N:22])=[CH:18][CH:19]=1)=[O:13]. (2) Given the reactants [N:1]([C:4]1[C:5]([N+:19]([O-])=O)=[C:6]([CH:16]=[CH:17][CH:18]=1)[O:7][CH2:8][CH2:9][N:10]1[CH2:15][CH2:14][NH:13][CH2:12][CH2:11]1)=[N+]=[N-].[H][H], predict the reaction product. The product is: [N:10]1([CH2:9][CH2:8][O:7][C:6]2[CH:16]=[CH:17][CH:18]=[C:4]([NH2:1])[C:5]=2[NH2:19])[CH2:15][CH2:14][NH:13][CH2:12][CH2:11]1. (3) Given the reactants Br[C:2]1[CH:20]=[CH:19][C:18]([N+:21]([O-:23])=[O:22])=[CH:17][C:3]=1[CH2:4][N:5]([CH3:16])[C:6](=[O:15])[O:7][CH2:8][C:9]1[CH:14]=[CH:13][CH:12]=[CH:11][CH:10]=1.N1CCC[C@H]1C(O)=O.C(=O)([O-])[O-].[Cs+].[Cs+].[C:38]([CH2:40][C:41]([O:43][CH2:44][CH3:45])=[O:42])#[N:39], predict the reaction product. The product is: [CH2:8]([O:7][C:6]([N:5]([CH2:4][C:3]1[CH:17]=[C:18]([N+:21]([O-:23])=[O:22])[CH:19]=[CH:20][C:2]=1[CH:40]([C:38]#[N:39])[C:41]([O:43][CH2:44][CH3:45])=[O:42])[CH3:16])=[O:15])[C:9]1[CH:14]=[CH:13][CH:12]=[CH:11][CH:10]=1. (4) Given the reactants [CH:1]([O:4][C:5]1[CH:10]=[CH:9][C:8]([C:11](=[O:13])[CH3:12])=[CH:7][C:6]=1[CH3:14])([CH3:3])[CH3:2].O1CCCC1.[C:20](=O)([O:24]CC)[O:21][CH2:22][CH3:23].Cl, predict the reaction product. The product is: [CH2:22]([O:21][C:20](=[O:24])[CH2:12][C:11]([C:8]1[CH:9]=[CH:10][C:5]([O:4][CH:1]([CH3:3])[CH3:2])=[C:6]([CH3:14])[CH:7]=1)=[O:13])[CH3:23].